Dataset: Reaction yield outcomes from USPTO patents with 853,638 reactions. Task: Predict the reaction yield, written as a fraction of the theoretical maximum amount of product (1.0 means a 100% yield; for example, 0.34 means a 34% yield). (1) The reactants are CN(C)[CH:3]=[C:4]([N+:10]([O-:12])=[O:11])[C:5](OCC)=[O:6].[N:14]1[CH:19]=[CH:18][CH:17]=[C:16]([C:20](=[NH:22])[NH2:21])[N:15]=1.O(C)[Na].Cl. The catalyst is CO. The product is [N+:10]([C:4]1[C:5]([OH:6])=[N:22][C:20]([C:16]2[N:15]=[N:14][CH:19]=[CH:18][CH:17]=2)=[N:21][CH:3]=1)([O-:12])=[O:11]. The yield is 0.860. (2) The reactants are [C:1]1([C:7]2[CH:14]=[CH:13][C:10]([CH2:11]Cl)=[CH:9][CH:8]=2)[CH:6]=[CH:5][CH:4]=[CH:3][CH:2]=1.[Cl:15][SiH:16]([Cl:18])[Cl:17]. The catalyst is [Cl-].C([P+](CCCC)(CCCC)CCCC)CCC.C1C=CC=CC=1. The product is [C:1]1([C:7]2[CH:14]=[CH:13][C:10]([CH2:11][Si:16]([Cl:18])([Cl:17])[Cl:15])=[CH:9][CH:8]=2)[CH:6]=[CH:5][CH:4]=[CH:3][CH:2]=1. The yield is 0.850. (3) The reactants are Br[C:2]1[S:6][C:5]([S:7]([NH:10][C:11]2[CH:16]=[CH:15][CH:14]=[C:13]([C:17]3[NH:21][N:20]=[N:19][N:18]=3)[CH:12]=2)(=[O:9])=[O:8])=[CH:4][CH:3]=1.[C:22]1([CH3:31])[CH:27]=[CH:26][CH:25]=[CH:24][C:23]=1B(O)O. No catalyst specified. The product is [CH3:31][C:22]1[CH:27]=[CH:26][CH:25]=[CH:24][C:23]=1[C:2]1[S:6][C:5]([S:7]([NH:10][C:11]2[CH:16]=[CH:15][CH:14]=[C:13]([C:17]3[NH:21][N:20]=[N:19][N:18]=3)[CH:12]=2)(=[O:9])=[O:8])=[CH:4][CH:3]=1. The yield is 0.410. (4) The reactants are Cl[C:2]1[C:7]([N+:8]([O-])=O)=[CH:6][C:5]([C:11]([F:14])([F:13])[F:12])=[CH:4][N:3]=1.[CH3:15][N:16]1[CH:20]=[C:19](B2OC(C)(C)C(C)(C)O2)[CH:18]=[N:17]1.C(=O)([O-])[O-].[Cs+].[Cs+]. The catalyst is CN(C=O)C.O.C1C=CC([P]([Pd]([P](C2C=CC=CC=2)(C2C=CC=CC=2)C2C=CC=CC=2)([P](C2C=CC=CC=2)(C2C=CC=CC=2)C2C=CC=CC=2)[P](C2C=CC=CC=2)(C2C=CC=CC=2)C2C=CC=CC=2)(C2C=CC=CC=2)C2C=CC=CC=2)=CC=1. The product is [CH3:15][N:16]1[CH:20]=[C:19]([C:2]2[C:7]([NH2:8])=[CH:6][C:5]([C:11]([F:14])([F:13])[F:12])=[CH:4][N:3]=2)[CH:18]=[N:17]1. The yield is 0.0500. (5) The product is [C:21]([CH:20]=[CH:19][C:13]1[CH:12]=[C:11]2[C:16]([C:7]([O:6][C:5]3[CH:28]=[CH:29][C:2]([Cl:1])=[CH:3][C:4]=3[F:30])=[N:8][CH:9]=[N:10]2)=[CH:15][C:14]=1[O:17][CH3:18])([OH:23])=[O:22]. The catalyst is C(Cl)Cl.C(O)(C(F)(F)F)=O. The reactants are [Cl:1][C:2]1[CH:29]=[CH:28][C:5]([O:6][C:7]2[C:16]3[C:11](=[CH:12][C:13]([CH:19]=[CH:20][C:21]([O:23]C(C)(C)C)=[O:22])=[C:14]([O:17][CH3:18])[CH:15]=3)[N:10]=[CH:9][N:8]=2)=[C:4]([F:30])[CH:3]=1. The yield is 0.850.